Dataset: Full USPTO retrosynthesis dataset with 1.9M reactions from patents (1976-2016). Task: Predict the reactants needed to synthesize the given product. (1) Given the product [NH2:5][C:6]1[CH:31]=[C:4]([O:8][C:9]2[CH:14]=[CH:13][C:12]([NH:15][C:16]([NH:18][C:19](=[O:28])[CH2:20][C:21]3[CH:26]=[CH:25][C:24]([F:27])=[CH:23][CH:22]=3)=[S:17])=[CH:11][C:10]=2[F:29])[CH:3]=[CH:2][N:7]=1, predict the reactants needed to synthesize it. The reactants are: N[C:2]1[N:7]=[CH:6][N:5]=[C:4]([O:8][C:9]2[CH:14]=[CH:13][C:12]([NH:15][C:16]([NH:18][C:19](=[O:28])[CH2:20][C:21]3[CH:26]=[CH:25][C:24]([F:27])=[CH:23][CH:22]=3)=[S:17])=[CH:11][C:10]=2[F:29])[CH:3]=1.F[C:31]1C=CC(CC(N=C=S)=O)=CC=1. (2) Given the product [C:1]1([C@H:7]([N:9]2[C:10]3=[N:11][C:12]([C:17]4[CH:26]=[CH:25][CH:24]=[C:23]5[C:18]=4[CH:19]=[CH:20][CH:21]=[N:22]5)=[CH:13][CH:14]=[C:15]3[NH:16][C:55]2=[O:57])[CH3:8])[CH:2]=[CH:3][CH:4]=[CH:5][CH:6]=1, predict the reactants needed to synthesize it. The reactants are: [C:1]1([C@H:7]([NH:9][C:10]2[C:15]([NH2:16])=[CH:14][CH:13]=[C:12]([C:17]3[CH:26]=[CH:25][CH:24]=[C:23]4[C:18]=3[CH:19]=[CH:20][CH:21]=[N:22]4)[N:11]=2)[CH3:8])[CH:6]=[CH:5][CH:4]=[CH:3][CH:2]=1.[N+](C1C(N[C@@H](C2C=CC=CC=2)C)=NC(C2C=CC=C3C=2C=CC=N3)=CC=1)([O-])=O.[CH2:55]([OH:57])C. (3) Given the product [C:17]([OH:21])(=[O:20])[CH:18]=[CH2:19].[NH2:3][C:17]([O:21][CH2:22][CH3:23])=[O:20], predict the reactants needed to synthesize it. The reactants are: O=C=[N:3]C1CC(C)(C)CC(C)(CN=C=O)C1.[C:17]([O:21][CH2:22][CH2:23]O)(=[O:20])[CH:18]=[CH2:19].C([O-])(=O)CCCCCCCCCCC.C([O-])(=O)CCCCCCCCCCC.C([Sn+2]CCCC)CCC. (4) Given the product [NH2:29][C:28]1[CH:30]=[CH:31][CH:32]=[CH:33][C:27]=1[C:24]1[O:23][C:22]([C:9](=[O:8])[CH2:10][CH2:11][CH2:12][CH2:13][CH2:14][CH2:15][C:16]2[CH:17]=[CH:18][CH:19]=[CH:20][CH:21]=2)=[N:26][CH:25]=1, predict the reactants needed to synthesize it. The reactants are: [Si]([O:8][CH:9]([C:22]1[O:23][C:24]([C:27]2[CH:33]=[CH:32][CH:31]=[CH:30][C:28]=2[NH2:29])=[CH:25][N:26]=1)[CH2:10][CH2:11][CH2:12][CH2:13][CH2:14][CH2:15][C:16]1[CH:21]=[CH:20][CH:19]=[CH:18][CH:17]=1)(C(C)(C)C)(C)C.[Si](OC(C1OC([Sn](CCCC)(CCCC)CCCC)=CN=1)CCCCCCC1C=CC=CC=1)(C(C)(C)C)(C)C.IC1C=CC=CC=1N. (5) Given the product [C:1]([N:4]1[C:13]2[C:8](=[CH:9][C:10]([C:14]3[CH:15]=[C:16]([CH:21]=[CH:22][CH:23]=3)[C:17]([O:19][CH3:20])=[O:18])=[CH:11][CH:12]=2)[C@H:7]([NH2:24])[CH2:6][C@@H:5]1[CH3:31])(=[O:3])[CH3:2], predict the reactants needed to synthesize it. The reactants are: [C:1]([N:4]1[C:13]2[C:8](=[CH:9][C:10]([C:14]3[CH:15]=[C:16]([CH:21]=[CH:22][CH:23]=3)[C:17]([O:19][CH3:20])=[O:18])=[CH:11][CH:12]=2)[C@H:7]([NH:24]C(OC(C)C)=O)[CH2:6][C@@H:5]1[CH3:31])(=[O:3])[CH3:2].[Cl-].[Al+3].[Cl-].[Cl-].C(N(CC)CC)C.C([O-])(O)=O.[Na+]. (6) Given the product [CH2:1]([C:3]1[N:4]=[C:5]([C:8]2[CH:32]=[CH:31][C:11]([O:12][CH2:13][CH2:14][O:15][C:16]3[CH:17]=[C:18]4[C:22](=[CH:23][CH:24]=3)[C@H:21]([CH2:25][C:26]([OH:28])=[O:27])[CH2:20][CH2:19]4)=[C:10]([CH2:33][CH2:34][CH3:35])[CH:9]=2)[S:6][CH:7]=1)[CH3:2], predict the reactants needed to synthesize it. The reactants are: [CH2:1]([C:3]1[N:4]=[C:5]([C:8]2[CH:32]=[CH:31][C:11]([O:12][CH2:13][CH2:14][O:15][C:16]3[CH:17]=[C:18]4[C:22](=[CH:23][CH:24]=3)[C@H:21]([CH2:25][C:26]([O:28]CC)=[O:27])[CH2:20][CH2:19]4)=[C:10]([CH2:33][CH2:34][CH3:35])[CH:9]=2)[S:6][CH:7]=1)[CH3:2].O[Li].O.